Task: Predict the reaction yield, written as a fraction of the theoretical maximum amount of product (1.0 means a 100% yield; for example, 0.34 means a 34% yield).. Dataset: Reaction yield outcomes from USPTO patents with 853,638 reactions The reactants are [CH3:1][O:2][C:3]1[CH:45]=[CH:44][C:6]([CH2:7][N:8]([CH2:35][C:36]2[CH:41]=[CH:40][C:39]([O:42][CH3:43])=[CH:38][CH:37]=2)[C:9]2[N:14]=[C:13]([CH3:15])[N:12]=[C:11]([C:16]3[CH:17]=[C:18]([C:32](=O)[CH3:33])[CH:19]=[N:20][C:21]=3[NH:22][C:23]3[CH:24]=[N:25][C:26]([O:30][CH3:31])=[C:27]([F:29])[CH:28]=3)[N:10]=2)=[CH:5][CH:4]=1.[NH:46]1[CH2:51][CH2:50][O:49][CH2:48][CH2:47]1.[C:52]([Al](CC)CC)#[N:53].C([O-])(O)=O.[Na+]. The catalyst is C(Cl)Cl.C(O[Ti](OC(C)C)(OC(C)C)OC(C)C)(C)C.CCOC(C)=O. The product is [CH3:43][O:42][C:39]1[CH:40]=[CH:41][C:36]([CH2:35][N:8]([CH2:7][C:6]2[CH:5]=[CH:4][C:3]([O:2][CH3:1])=[CH:45][CH:44]=2)[C:9]2[N:14]=[C:13]([CH3:15])[N:12]=[C:11]([C:16]3[CH:17]=[C:18]([C:32]([N:46]4[CH2:51][CH2:50][O:49][CH2:48][CH2:47]4)([CH3:33])[C:52]#[N:53])[CH:19]=[N:20][C:21]=3[NH:22][C:23]3[CH:24]=[N:25][C:26]([O:30][CH3:31])=[C:27]([F:29])[CH:28]=3)[N:10]=2)=[CH:37][CH:38]=1. The yield is 1.00.